This data is from Forward reaction prediction with 1.9M reactions from USPTO patents (1976-2016). The task is: Predict the product of the given reaction. (1) Given the reactants Cl.[CH2:2]([O:9][C:10](=[O:53])[C@H:11]([CH:50]([CH3:52])[CH3:51])[NH:12][CH2:13][C:14]1[CH:19]=[CH:18][C:17]([C:20]2[CH:25]=[CH:24][CH:23]=[CH:22][C:21]=2[C:26]2[N:30]([C:31]([C:44]3[CH:49]=[CH:48][CH:47]=[CH:46][CH:45]=3)([C:38]3[CH:43]=[CH:42][CH:41]=[CH:40][CH:39]=3)[C:32]3[CH:37]=[CH:36][CH:35]=[CH:34][CH:33]=3)[N:29]=[N:28][N:27]=2)=[CH:16][CH:15]=1)[C:3]1[CH:8]=[CH:7][CH:6]=[CH:5][CH:4]=1.C(N(CC)C(C)C)(C)C.[C:63](Cl)(=[O:68])[CH2:64][CH2:65][CH2:66][CH3:67].O, predict the reaction product. The product is: [CH2:2]([O:9][C:10](=[O:53])[C@H:11]([CH:50]([CH3:51])[CH3:52])[N:12]([CH2:13][C:14]1[CH:15]=[CH:16][C:17]([C:20]2[CH:25]=[CH:24][CH:23]=[CH:22][C:21]=2[C:26]2[N:30]([C:31]([C:32]3[CH:33]=[CH:34][CH:35]=[CH:36][CH:37]=3)([C:38]3[CH:39]=[CH:40][CH:41]=[CH:42][CH:43]=3)[C:44]3[CH:49]=[CH:48][CH:47]=[CH:46][CH:45]=3)[N:29]=[N:28][N:27]=2)=[CH:18][CH:19]=1)[C:63](=[O:68])[CH2:64][CH2:65][CH2:66][CH3:67])[C:3]1[CH:4]=[CH:5][CH:6]=[CH:7][CH:8]=1. (2) Given the reactants [O:1]=[C:2]1[CH2:6][CH2:5][N:4](C(OC(C)(C)C)=O)[CH2:3]1.C[Si](C)(C)[C:16]([F:19])([F:18])[F:17].[F-].C([N+](CCCC)(CCCC)CCCC)CCC.O1CCCC1.[Cl-].[NH4+].Cl.C(OCC)(=O)C, predict the reaction product. The product is: [F:17][C:16]([F:19])([F:18])[C:2]1([OH:1])[CH2:6][CH2:5][NH:4][CH2:3]1.